This data is from Reaction yield outcomes from USPTO patents with 853,638 reactions. The task is: Predict the reaction yield, written as a fraction of the theoretical maximum amount of product (1.0 means a 100% yield; for example, 0.34 means a 34% yield). The reactants are [NH:1]1[CH2:4][CH2:3][CH2:2]1.C[O:6][C:7]([C:9]1[C:13]([NH:14][C:15]([C:17]2[C:22]([NH:23][C:24]3[CH:25]=[N:26][CH:27]=[N:28][CH:29]=3)=[CH:21][CH:20]=[C:19]([CH:30]3[CH2:32][CH2:31]3)[N:18]=2)=[O:16])=[CH:12][N:11]([CH3:33])[N:10]=1)=O. No catalyst specified. The product is [N:1]1([C:7]([C:9]2[C:13]([NH:14][C:15]([C:17]3[C:22]([NH:23][C:24]4[CH:25]=[N:26][CH:27]=[N:28][CH:29]=4)=[CH:21][CH:20]=[C:19]([CH:30]4[CH2:32][CH2:31]4)[N:18]=3)=[O:16])=[CH:12][N:11]([CH3:33])[N:10]=2)=[O:6])[CH2:4][CH2:3][CH2:2]1. The yield is 0.140.